Dataset: NCI-60 drug combinations with 297,098 pairs across 59 cell lines. Task: Regression. Given two drug SMILES strings and cell line genomic features, predict the synergy score measuring deviation from expected non-interaction effect. (1) Drug 1: C(CC(=O)O)C(=O)CN.Cl. Drug 2: CC1C(C(CC(O1)OC2CC(CC3=C2C(=C4C(=C3O)C(=O)C5=C(C4=O)C(=CC=C5)OC)O)(C(=O)CO)O)N)O.Cl. Cell line: HCT-15. Synergy scores: CSS=21.6, Synergy_ZIP=1.42, Synergy_Bliss=-2.72, Synergy_Loewe=-16.9, Synergy_HSA=-2.70. (2) Drug 1: CC12CCC3C(C1CCC2=O)CC(=C)C4=CC(=O)C=CC34C. Drug 2: C1=NNC2=C1C(=O)NC=N2. Cell line: HOP-92. Synergy scores: CSS=14.0, Synergy_ZIP=1.10, Synergy_Bliss=-3.47, Synergy_Loewe=-4.51, Synergy_HSA=-3.48.